Dataset: Forward reaction prediction with 1.9M reactions from USPTO patents (1976-2016). Task: Predict the product of the given reaction. (1) Given the reactants [CH2:1]([N:8]1[C:12]([CH:13]2C(=O)O[C:16](C)(C)[O:15][C:14]2=[O:22])=[CH:11][C:10]([CH3:23])=[N:9]1)[C:2]1[CH:7]=[CH:6][CH:5]=[CH:4][CH:3]=1.CC1C=CC(S(O)(=O)=O)=CC=1, predict the reaction product. The product is: [CH3:16][O:15][C:14](=[O:22])[CH2:13][C:12]1[N:8]([CH2:1][C:2]2[CH:7]=[CH:6][CH:5]=[CH:4][CH:3]=2)[N:9]=[C:10]([CH3:23])[CH:11]=1. (2) Given the reactants C1(P(C2C=CC=CC=2)CCCP(C2C=CC=CC=2)C2C=CC=CC=2)C=CC=CC=1.C(P(CCCC)CCCC)CCC.[CH2:43]([N:45]([C:58]1[CH:63]=[CH:62][CH:61]=[CH:60][CH:59]=1)[C:46](=[O:57])[C:47]1[CH:52]=[C:51]([N+:53]([O-:55])=[O:54])[CH:50]=[CH:49][C:48]=1Br)[CH3:44], predict the reaction product. The product is: [CH2:43]([N:45]1[C:46](=[O:57])[C:47]2[C:48](=[CH:49][CH:50]=[C:51]([N+:53]([O-:55])=[O:54])[CH:52]=2)[C:59]2[CH:60]=[CH:61][CH:62]=[CH:63][C:58]1=2)[CH3:44]. (3) Given the reactants CC1C=C(N2N=C3C(C=CC=C3)=N2)C(O)=C(CC(C[Si](O[Si](C)(C)C)(O[Si](C)(C)C)C)C)C=1.C=C([C:39]1(C2C3N=NNC=3C=CC=2)[C:44](C)=[C:43](C)[C:42](C)=[C:41](C)[C:40]1([C:50]1[C:58]2[N:57]=[N:56][NH:55][C:54]=2[CH:53]=[CH:52][CH:51]=1)O)CCC.CC(CC(C1C=C(CC2C=C(C(CC(C)(C)C)(C)C)C=C(N3N=C4C(C=CC=C4)=N3)C=2O)C(O)=C(N2N=C3C(C=CC=C3)=N2)C=1)(C)C)(C)C, predict the reaction product. The product is: [C:40]1([C:50]2[C:58]3[N:57]=[N:56][NH:55][C:54]=3[CH:53]=[CH:52][CH:51]=2)[CH:39]=[CH:44][CH:43]=[CH:42][CH:41]=1. (4) The product is: [O:1]1[C:5]2[CH:6]=[CH:7][CH:8]=[CH:9][C:4]=2[CH:3]=[C:2]1[C:14]1[N:15]=[C:16]2[CH:21]=[CH:20][C:19]([O:22][CH3:23])=[CH:18][N:17]2[CH:24]=1. Given the reactants [O:1]1[C:5]2[CH:6]=[CH:7][CH:8]=[CH:9][C:4]=2[CH:3]=[C:2]1B(O)O.Br[C:14]1[N:15]=[C:16]2[CH:21]=[CH:20][C:19]([O:22][CH3:23])=[CH:18][N:17]2[CH:24]=1.C([O-])([O-])=O.[K+].[K+], predict the reaction product.